Dataset: Catalyst prediction with 721,799 reactions and 888 catalyst types from USPTO. Task: Predict which catalyst facilitates the given reaction. (1) Reactant: [CH3:1][CH:2]([NH:9][C:10]1[C:15]([C:16]([NH:18][C@@H:19]2[CH2:24][CH2:23][C@H:22]([NH:25][C:26]([C:28]3[N:29]=[C:30]4[CH:35]=[CH:34][C:33]([F:36])=[CH:32][N:31]4[CH:37]=3)=[O:27])[CH2:21][CH2:20]2)=[O:17])=[CH:14][C:13]([F:38])=[CH:12][N:11]=1)[CH2:3][CH2:4][CH2:5][CH:6]([CH3:8])[CH3:7].[C:39](N1C=CN=C1)(N1C=CN=C1)=[O:40].[H-].[Na+]. Product: [CH3:1][CH:2]([N:9]1[C:10]2[N:11]=[CH:12][C:13]([F:38])=[CH:14][C:15]=2[C:16](=[O:17])[N:18]([C@@H:19]2[CH2:24][CH2:23][C@H:22]([NH:25][C:26]([C:28]3[N:29]=[C:30]4[CH:35]=[CH:34][C:33]([F:36])=[CH:32][N:31]4[CH:37]=3)=[O:27])[CH2:21][CH2:20]2)[C:39]1=[O:40])[CH2:3][CH2:4][CH2:5][CH:6]([CH3:7])[CH3:8]. The catalyst class is: 9. (2) Reactant: [Br:1][C:2]1[CH:3]=[CH:4][C:5]2[NH:11][C:10](=S)[C@@H:9]([CH2:13][C:14]([O:16][CH2:17][CH3:18])=[O:15])[O:8][C@H:7]([C:19]3[CH:24]=[CH:23][CH:22]=[C:21]([O:25][CH3:26])[C:20]=3[CH3:27])[C:6]=2[CH:28]=1.O.[NH2:30][NH2:31]. The catalyst class is: 54. Product: [Br:1][C:2]1[CH:3]=[CH:4][C:5]2[NH:11][C:10](=[N:30][NH2:31])[C@@H:9]([CH2:13][C:14]([O:16][CH2:17][CH3:18])=[O:15])[O:8][C@H:7]([C:19]3[CH:24]=[CH:23][CH:22]=[C:21]([O:25][CH3:26])[C:20]=3[CH3:27])[C:6]=2[CH:28]=1. (3) Reactant: Cl.[CH3:2][O:3][CH2:4][CH2:5][O:6][CH:7]1[CH2:16][CH2:15][C:10]2(OCC[O:11]2)[CH2:9][CH2:8]1. Product: [CH3:2][O:3][CH2:4][CH2:5][O:6][CH:7]1[CH2:16][CH2:15][C:10](=[O:11])[CH2:9][CH2:8]1. The catalyst class is: 7. (4) Reactant: O.O.[F-].[K+].O.[C:6]1(B(O)O)[CH:11]=[CH:10][CH:9]=[CH:8][CH:7]=1.[Cl:15][C:16]1[CH:17]=[CH:18][C:19]([C:23]([O:25][CH:26]([CH3:28])[CH3:27])=[O:24])=[N:20][C:21]=1Cl. Product: [Cl:15][C:16]1[CH:17]=[CH:18][C:19]([C:23]([O:25][CH:26]([CH3:28])[CH3:27])=[O:24])=[N:20][C:21]=1[C:6]1[CH:11]=[CH:10][CH:9]=[CH:8][CH:7]=1. The catalyst class is: 745. (5) Reactant: C1(S([N:10]2[CH2:14][CH:13]([C:15]3[CH:16]=[C:17]([C:21]4[CH:26]=[CH:25][CH:24]=[C:23]([S:27]([CH3:30])(=[O:29])=[O:28])[CH:22]=4)[CH:18]=[CH:19][CH:20]=3)[N:12]([CH:31]([CH3:33])[CH3:32])[C:11]2=[O:34])(=O)=O)C=CC=CC=1.[Mg]. Product: [CH:31]([N:12]1[CH:13]([C:15]2[CH:16]=[C:17]([C:21]3[CH:26]=[CH:25][CH:24]=[C:23]([S:27]([CH3:30])(=[O:28])=[O:29])[CH:22]=3)[CH:18]=[CH:19][CH:20]=2)[CH2:14][NH:10][C:11]1=[O:34])([CH3:33])[CH3:32]. The catalyst class is: 5.